This data is from Full USPTO retrosynthesis dataset with 1.9M reactions from patents (1976-2016). The task is: Predict the reactants needed to synthesize the given product. (1) Given the product [CH2:14](/[N:18]=[C:19]1\[S:20][CH2:10][C:11](=[O:12])[N:8]\1[C:7]1[CH:6]=[CH:5][CH:4]=[CH:3][C:2]=1[CH3:1])[CH2:15][CH2:16][CH3:17], predict the reactants needed to synthesize it. The reactants are: [CH3:1][C:2]1[CH:3]=[CH:4][CH:5]=[CH:6][C:7]=1[NH2:8].Cl[CH2:10][C:11](Cl)=[O:12].[CH2:14]([N:18]=[C:19]=[S:20])[CH2:15][CH2:16][CH3:17]. (2) Given the product [CH3:30][O:29][C:27](=[O:28])[CH2:26][CH2:25][CH2:24][N:15]1[CH2:16][CH2:17][CH2:18][C@@H:14]1[CH2:13][O:12][C:11]1[CH:19]=[CH:20][C:8]([CH2:7][C:6]2[CH:21]=[CH:22][C:3]([Cl:2])=[CH:4][CH:5]=2)=[CH:9][CH:10]=1, predict the reactants needed to synthesize it. The reactants are: Cl.[Cl:2][C:3]1[CH:22]=[CH:21][C:6]([CH2:7][C:8]2[CH:20]=[CH:19][C:11]([O:12][CH2:13][C@H:14]3[CH2:18][CH2:17][CH2:16][NH:15]3)=[CH:10][CH:9]=2)=[CH:5][CH:4]=1.Br[CH2:24][CH2:25][CH2:26][C:27]([O:29][CH3:30])=[O:28].C(=O)([O-])[O-].[K+].[K+]. (3) Given the product [OH2:4].[CH:25]([O:24][C:21]1[CH:20]=[CH:19][C:18]([N:14]2[C:15]3[C:11](=[CH:10][C:9]([O:8][C:7]4[CH:6]=[CH:5][C:33]([C:60]([F:71])([F:70])[F:59])=[CH:32][CH:31]=4)=[CH:17][CH:16]=3)[CH:12]=[C:13]2[C:28]([OH:30])=[O:29])=[CH:23][CH:22]=1)([CH3:27])[CH3:26].[CH:56]([O:55][C:52]1[CH:51]=[CH:50][C:49]([N:40]2[C:41]3[C:46](=[CH:45][C:44]([O:48][C:64]4[CH:65]=[CH:66][C:61]([C:60]([F:71])([F:70])[F:59])=[CH:62][CH:63]=4)=[CH:43][CH:42]=3)[CH:47]=[C:39]2[C:37]([OH:36])=[O:38])=[CH:54][CH:53]=1)([CH3:57])[CH3:58], predict the reactants needed to synthesize it. The reactants are: C([O:4][C:5]1[CH:6]=[C:7]([CH:31]=[CH:32][CH:33]=1)[O:8][C:9]1[CH:10]=[C:11]2[C:15](=[CH:16][CH:17]=1)[N:14]([C:18]1[CH:23]=[CH:22][C:21]([O:24][CH:25]([CH3:27])[CH3:26])=[CH:20][CH:19]=1)[C:13]([C:28]([OH:30])=[O:29])=[CH:12]2)(C)C.C([O:36][C:37]([C:39]1[N:40]([C:49]2[CH:54]=[CH:53][C:52]([O:55][CH:56]([CH3:58])[CH3:57])=[CH:51][CH:50]=2)[C:41]2[C:46]([CH:47]=1)=[CH:45][C:44]([OH:48])=[CH:43][CH:42]=2)=[O:38])C.[F:59][C:60]([F:71])([F:70])[C:61]1[CH:66]=[CH:65][C:64](B(O)O)=[CH:63][CH:62]=1. (4) Given the product [C:27]([CH2:26][C:20]1([N:18]2[CH:19]=[C:15]([C:12]([NH2:13])=[O:14])[C:16]([NH:29][C:30]3[CH:31]=[CH:32][C:33]([F:36])=[CH:34][CH:35]=3)=[N:17]2)[CH2:25][CH2:24][N:23]([CH2:3][CH2:2][F:1])[CH2:22][CH2:21]1)#[N:28], predict the reactants needed to synthesize it. The reactants are: [F:1][CH2:2][CH2:3]O.FC(F)(F)C([O-])=O.[C:12]([C:15]1[C:16]([NH:29][C:30]2[CH:35]=[CH:34][C:33]([F:36])=[CH:32][CH:31]=2)=[N:17][N:18]([C:20]2([CH2:26][C:27]#[N:28])[CH2:25][CH2:24][NH2+:23][CH2:22][CH2:21]2)[CH:19]=1)(=[O:14])[NH2:13].C(O)(C(F)(F)F)=O.[BH-](OC(C)=O)(OC(C)=O)OC(C)=O.[Na+]. (5) Given the product [O:1]1[C:10]2[C:5](=[N:6][CH:7]=[CH:8][CH:9]=2)[CH:4]([N:11]([CH3:25])[CH2:12][C:13]([O:15][CH2:16][C:17]2[CH:18]=[CH:19][CH:20]=[CH:21][CH:22]=2)=[O:14])[CH2:3][CH2:2]1, predict the reactants needed to synthesize it. The reactants are: [O:1]1[C:10]2[C:5](=[N:6][CH:7]=[CH:8][CH:9]=2)[CH:4]([NH:11][CH2:12][C:13]([O:15][CH2:16][C:17]2[CH:22]=[CH:21][CH:20]=[CH:19][CH:18]=2)=[O:14])[CH2:3][CH2:2]1.C=O.[C:25](O)(=O)C.C(O[BH-](OC(=O)C)OC(=O)C)(=O)C.[Na+]. (6) Given the product [CH2:16]([O:23][C:24](=[O:43])[CH2:25][N:26]([C:9]([O:11][C:12]([CH3:13])([CH3:14])[CH3:15])=[O:10])[CH2:27][CH2:28][CH2:29][CH2:30][CH2:31][O:32][C:33]1[CH:34]=[CH:35][C:36]([C:37]([O:39][CH3:40])=[O:38])=[CH:41][CH:42]=1)[C:17]1[CH:22]=[CH:21][CH:20]=[CH:19][CH:18]=1, predict the reactants needed to synthesize it. The reactants are: [C:9](O[C:9]([O:11][C:12]([CH3:15])([CH3:14])[CH3:13])=[O:10])([O:11][C:12]([CH3:15])([CH3:14])[CH3:13])=[O:10].[CH2:16]([O:23][C:24](=[O:43])[CH2:25][NH:26][CH2:27][CH2:28][CH2:29][CH2:30][CH2:31][O:32][C:33]1[CH:42]=[CH:41][C:36]([C:37]([O:39][CH3:40])=[O:38])=[CH:35][CH:34]=1)[C:17]1[CH:22]=[CH:21][CH:20]=[CH:19][CH:18]=1.